The task is: Predict the reactants needed to synthesize the given product.. This data is from Full USPTO retrosynthesis dataset with 1.9M reactions from patents (1976-2016). Given the product [OH:2][C:3]1[CH:16]=[C:15]2[C:6]([C@@:7]3([CH3:19])[C@:12]([CH3:17])([CH2:13][CH2:14]2)[CH2:11][C:10](=[O:18])[CH2:9][CH2:8]3)=[CH:5][CH:4]=1, predict the reactants needed to synthesize it. The reactants are: C[O:2][C:3]1[CH:16]=[C:15]2[C:6]([C:7]3([CH3:19])[C:12]([CH3:17])([CH2:13][CH2:14]2)[CH2:11][C:10](=[O:18])[CH2:9][CH2:8]3)=[CH:5][CH:4]=1.B(Br)(Br)Br.